From a dataset of Forward reaction prediction with 1.9M reactions from USPTO patents (1976-2016). Predict the product of the given reaction. (1) Given the reactants C([O:3][C:4]([C:6]1[S:10][C:9]([N:11]2[C:15]3[CH:16]=[C:17]([O:22][CH3:23])[C:18]([O:20][CH3:21])=[CH:19][C:14]=3[N:13]=[CH:12]2)=[N:8][C:7]=1[C:24]1[CH:29]=[CH:28][CH:27]=[CH:26][CH:25]=1)=O)C.[CH3:30][NH:31][CH3:32], predict the reaction product. The product is: [CH3:30][N:31]([CH3:32])[C:4]([C:6]1[S:10][C:9]([N:11]2[C:15]3[CH:16]=[C:17]([O:22][CH3:23])[C:18]([O:20][CH3:21])=[CH:19][C:14]=3[N:13]=[CH:12]2)=[N:8][C:7]=1[C:24]1[CH:25]=[CH:26][CH:27]=[CH:28][CH:29]=1)=[O:3]. (2) Given the reactants [Cl:1][C:2]1[C:7]([Cl:8])=[CH:6][CH:5]=[CH:4][C:3]=1[CH2:9][CH2:10][C:11]#[N:12].[Li+].CC([N-]C(C)C)C.[F:21][C:22]([F:29])([F:28])[C:23](OCC)=[O:24], predict the reaction product. The product is: [Cl:1][C:2]1[C:7]([Cl:8])=[CH:6][CH:5]=[CH:4][C:3]=1[CH2:9][CH:10]([C:23](=[O:24])[C:22]([F:29])([F:28])[F:21])[C:11]#[N:12]. (3) Given the reactants [K+].[C:2]([C:4]([C:9]1[CH:14]=[CH:13][CH:12]=[C:11]([N+:15]([O-:17])=[O:16])[CH:10]=1)=[CH:5][C:6]([O-:8])=[O:7])#N.S(=O)(=O)(O)[OH:19], predict the reaction product. The product is: [N+:15]([C:11]1[CH:10]=[C:9]([C:4]2[C:2](=[O:19])[O:7][C:6](=[O:8])[CH:5]=2)[CH:14]=[CH:13][CH:12]=1)([O-:17])=[O:16]. (4) Given the reactants Br[C:2]1[CH:10]=[CH:9][C:8]([Cl:11])=[CH:7][C:3]=1[C:4]([OH:6])=[O:5].C([Li])CCC.[CH2:17]([N:24]1[CH2:29][CH2:28][C:27](=O)[CH2:26][CH2:25]1)[C:18]1[CH:23]=[CH:22][CH:21]=[CH:20][CH:19]=1.O, predict the reaction product. The product is: [CH2:17]([N:24]1[CH2:29][CH2:28][C:27]2([C:2]3[CH:10]=[CH:9][C:8]([Cl:11])=[CH:7][C:3]=3[C:4](=[O:5])[O:6]2)[CH2:26][CH2:25]1)[C:18]1[CH:23]=[CH:22][CH:21]=[CH:20][CH:19]=1.